From a dataset of Cav3 T-type calcium channel HTS with 100,875 compounds. Binary Classification. Given a drug SMILES string, predict its activity (active/inactive) in a high-throughput screening assay against a specified biological target. (1) The compound is Fc1cc(C2N(Cc3occc3)C(=O)c3c(N2)cccc3)ccc1. The result is 0 (inactive). (2) The compound is Clc1ccc(S(=O)(=O)N2C(CCC2)C(=O)Nc2sc3c(n2)cccc3)cc1. The result is 1 (active). (3) The molecule is O=c1n(c(=O)c2c3c(c(N4CCN(CC4)C)ccc13)ccc2)c1c2c(nccc2)c(cc1)C. The result is 1 (active). (4) The drug is s1c(/C=N\N2CCN(CC2)c2ccc(cc2)C)ccc1. The result is 0 (inactive).